Predict which catalyst facilitates the given reaction. From a dataset of Catalyst prediction with 721,799 reactions and 888 catalyst types from USPTO. (1) Reactant: COC(=O)[CH:4]([N:11]1[C:15]2[CH:16]=[C:17]([F:21])[C:18]([F:20])=[CH:19][C:14]=2[N:13]=[C:12]1[C:22]1[CH:27]=[CH:26][C:25]([Cl:28])=[CH:24][CH:23]=1)[CH:5]1[CH2:10][CH2:9][CH2:8][CH2:7][CH2:6]1.C[Mg]Br.[C:33](C(C(C([O-])=O)O)O)([O-])=O.[Na+].[K+].C([O:47][CH2:48][CH3:49])C. Product: [Cl:28][C:25]1[CH:26]=[CH:27][C:22]([C:12]2[N:11]([CH:4]([CH:5]3[CH2:6][CH2:7][CH2:8][CH2:9][CH2:10]3)[C:48]([CH3:49])([OH:47])[CH3:33])[C:15]3[CH:16]=[C:17]([F:21])[C:18]([F:20])=[CH:19][C:14]=3[N:13]=2)=[CH:23][CH:24]=1. The catalyst class is: 7. (2) Reactant: [C:1]1(=[O:8])[O:7][CH:4]([CH2:5][CH3:6])[CH2:3][CH2:2]1.[CH3:9][O:10][C:11]1[CH:18]=[CH:17][C:14]([CH2:15][NH2:16])=[CH:13][CH:12]=1. Product: [CH3:9][O:10][C:11]1[CH:18]=[CH:17][C:14]([CH2:15][NH:16][C:1](=[O:8])[CH2:2][CH2:3][CH:4]([OH:7])[CH2:5][CH3:6])=[CH:13][CH:12]=1. The catalyst class is: 13. (3) Reactant: C(Cl)[Cl:2].P(Cl)(Cl)(Cl)(Cl)[Cl:5].[CH2:10]([O:12][C:13]([C@@H:15]([NH:24][C@H:25]([C:27]([OH:29])=O)[CH3:26])[CH2:16][CH2:17][C:18]1[CH:23]=[CH:22][CH:21]=[CH:20][CH:19]=1)=[O:14])[CH3:11]. Product: [ClH:2].[CH2:10]([O:12][C:13]([C@@H:15]([NH:24][C@H:25]([C:27]([Cl:5])=[O:29])[CH3:26])[CH2:16][CH2:17][C:18]1[CH:23]=[CH:22][CH:21]=[CH:20][CH:19]=1)=[O:14])[CH3:11]. The catalyst class is: 244. (4) Reactant: Cl[CH2:2][C:3](=O)[CH3:4].[Br:6][C:7]1[C:8]([O:17][C:18]2[C:23]([F:24])=[CH:22][CH:21]=[CH:20][C:19]=2[F:25])=[CH:9][C:10]([NH:13][C:14]([NH2:16])=[S:15])=[N:11][CH:12]=1.C(N(CC)CC)C. Product: [Br:6][C:7]1[C:8]([O:17][C:18]2[C:19]([F:25])=[CH:20][CH:21]=[CH:22][C:23]=2[F:24])=[CH:9][C:10]([NH:13][C:14]2[S:15][CH:2]=[C:3]([CH3:4])[N:16]=2)=[N:11][CH:12]=1. The catalyst class is: 8. (5) Reactant: Br[C:2]1[CH:32]=[CH:31][C:5]2[N:6]=[C:7]([NH:9][C:10]3[CH:15]=[C:14]([CH2:16][N:17]4[CH2:22][CH2:21][CH2:20][CH2:19][CH2:18]4)[N:13]=[C:12]([NH:23][C@H:24]4[CH2:29][CH2:28][C@H:27]([OH:30])[CH2:26][CH2:25]4)[N:11]=3)[S:8][C:4]=2[CH:3]=1.[NH:33]1[CH2:37][CH2:36][CH2:35][C:34]1=[O:38].C(=O)([O-])[O-].[Cs+].[Cs+].CNCCNC. Product: [OH:30][C@H:27]1[CH2:28][CH2:29][C@H:24]([NH:23][C:12]2[N:11]=[C:10]([NH:9][C:7]3[S:8][C:4]4[CH:3]=[C:2]([N:33]5[CH2:37][CH2:36][CH2:35][C:34]5=[O:38])[CH:32]=[CH:31][C:5]=4[N:6]=3)[CH:15]=[C:14]([CH2:16][N:17]3[CH2:22][CH2:21][CH2:20][CH2:19][CH2:18]3)[N:13]=2)[CH2:25][CH2:26]1. The catalyst class is: 590. (6) Reactant: Cl[C:2]1[CH:3]=[C:4]([CH:9]=[CH:10][N:11]=1)[C:5]([O:7][CH3:8])=[O:6].C(OCC)(=O)C.[NH:18]1[CH2:23][CH2:22][O:21][CH2:20][CH2:19]1. Product: [O:21]1[CH2:22][CH2:23][N:18]([C:2]2[CH:3]=[C:4]([CH:9]=[CH:10][N:11]=2)[C:5]([O:7][CH3:8])=[O:6])[CH2:19][CH2:20]1. The catalyst class is: 170. (7) Reactant: [C@@H:1]1([N:13]2[CH2:18][CH:17]=[C:16]([C:19]3[C:27]4[C:22](=[CH:23][CH:24]=[C:25]([N+:28]#[C-:29])[CH:26]=4)[N:21]([CH2:30][CH:31]4[CH2:33][O:32]4)[CH:20]=3)[CH2:15][CH2:14]2)[C:11]2=[C:12]3[C:7](=[CH:8][CH:9]=[CH:10]2)[CH:6]=[CH:5][CH:4]=[C:3]3[CH2:2]1.[CH3:34][NH:35][CH3:36]. Product: [C@H:1]1([N:13]2[CH2:18][CH:17]=[C:16]([C:19]3[C:27]4[C:22](=[CH:23][CH:24]=[C:25]([N+:28]#[C-:29])[CH:26]=4)[N:21]([CH2:30][CH:31]([OH:32])[CH2:33][N:35]([CH3:36])[CH3:34])[CH:20]=3)[CH2:15][CH2:14]2)[C:11]2=[C:12]3[C:7](=[CH:8][CH:9]=[CH:10]2)[CH:6]=[CH:5][CH:4]=[C:3]3[CH2:2]1. The catalyst class is: 5. (8) Reactant: [OH-].[K+].S(O)(O)(=O)=O.[CH2:8]([C@@H:15]1[C:24]2[C:19](=[CH:20][CH:21]=[C:22]([O:25]C)[CH:23]=2)[CH2:18][CH2:17][C@@H:16]1[NH2:27])[C:9]1[CH:14]=[CH:13][CH:12]=[CH:11][CH:10]=1.[CH2:8]([C@@H:15]1[C:24]2[C:19](=[CH:20][CH:21]=[C:22]([O:25]C)[CH:23]=2)[CH2:18][CH2:17][C@@H:16]1[NH2:27])[C:9]1[CH:10]=[CH:11][CH:12]=[CH:13][CH:14]=1.Br.[OH-].[NH4+]. Product: [NH2:27][C@@H:16]1[C@H:15]([CH2:8][C:9]2[CH:10]=[CH:11][CH:12]=[CH:13][CH:14]=2)[C:24]2[CH:23]=[C:22]([OH:25])[CH:21]=[CH:20][C:19]=2[CH2:18][CH2:17]1. The catalyst class is: 2.